Dataset: Forward reaction prediction with 1.9M reactions from USPTO patents (1976-2016). Task: Predict the product of the given reaction. (1) Given the reactants [OH:1][C:2]1[C:3]([CH:11]2[C:15]3[CH:16]=[N:17][CH:18]=[CH:19][C:14]=3[N:13]([CH2:20][CH2:21][CH2:22][CH2:23][CH3:24])[C:12]2=[O:25])=[CH:4][C:5]2[O:9][CH2:8][O:7][C:6]=2[CH:10]=1.[OH:26][C:27]1C(C2C3=NC=CC=C3N(CCCCC)C2=O)=CC2OCOC=2C=1, predict the reaction product. The product is: [OH:1][C:2]1[C:3]([C:11]2([CH2:27][OH:26])[C:15]3[CH:16]=[N:17][CH:18]=[CH:19][C:14]=3[N:13]([CH2:20][CH2:21][CH2:22][CH2:23][CH3:24])[C:12]2=[O:25])=[CH:4][C:5]2[O:9][CH2:8][O:7][C:6]=2[CH:10]=1. (2) Given the reactants [C:1]([C:5]1[CH:6]=[C:7]2[C:11](=[CH:12][CH:13]=1)[C:10](=[O:14])[CH2:9][CH2:8]2)([CH3:4])([CH3:3])[CH3:2].[B-](F)(F)(F)[F:16].[B-](F)(F)(F)F.C1[N+]2(O)CC[N+](F)(CC2)C1, predict the reaction product. The product is: [C:1]([C:5]1[CH:6]=[C:7]2[C:11](=[CH:12][CH:13]=1)[C:10](=[O:14])[CH:9]([F:16])[CH2:8]2)([CH3:4])([CH3:2])[CH3:3]. (3) Given the reactants [Br:1][C:2]1[C:3](=[O:15])[C:4]([C:12]([OH:14])=O)=[CH:5][N:6]([CH:9]([CH3:11])[CH3:10])[C:7]=1[CH3:8].CN(C(ON1N=NC2C=CC=CC1=2)=[N+](C)C)C.[B-](F)(F)(F)F.CCN(C(C)C)C(C)C.[C:47]([N:49]=[S:50]([C:53]1[CH:58]=[CH:57][C:56]([CH2:59][NH2:60])=[CH:55][CH:54]=1)([CH3:52])=[O:51])#[N:48], predict the reaction product. The product is: [C:47]([N:49]=[S:50]([C:53]1[CH:58]=[CH:57][C:56]([CH2:59][NH:60][C:12]([C:4]2[C:3](=[O:15])[C:2]([Br:1])=[C:7]([CH3:8])[N:6]([CH:9]([CH3:10])[CH3:11])[CH:5]=2)=[O:14])=[CH:55][CH:54]=1)([CH3:52])=[O:51])#[N:48]. (4) Given the reactants C([O:3][C:4]([C:6]1([NH:15][C:16](=[O:29])[C:17]2[C:22]([NH2:23])=[CH:21][CH:20]=[C:19]([CH3:24])[C:18]=2[CH:25]=[C:26]([CH3:28])[CH3:27])[CH2:14][C:13]2[C:8](=[CH:9][CH:10]=[CH:11][CH:12]=2)[CH2:7]1)=[O:5])C.[OH-].[K+].O, predict the reaction product. The product is: [NH2:23][C:22]1[C:17]([C:16]([NH:15][C:6]2([C:4]([OH:5])=[O:3])[CH2:7][C:8]3[C:13](=[CH:12][CH:11]=[CH:10][CH:9]=3)[CH2:14]2)=[O:29])=[C:18]([CH:25]=[C:26]([CH3:27])[CH3:28])[C:19]([CH3:24])=[CH:20][CH:21]=1. (5) Given the reactants [Cl:1][C:2]1[CH:3]=[N:4][C:5]2[N:6]([N:8]=[C:9]([C:11]([OH:13])=O)[CH:10]=2)[CH:7]=1.[F:14][C:15]1[C:20]([C:21]2[N:25]3[CH2:26][CH2:27][NH:28][CH:29]([CH3:30])[C:24]3=[N:23][N:22]=2)=[CH:19][CH:18]=[CH:17][N:16]=1, predict the reaction product. The product is: [Cl:1][C:2]1[CH:3]=[N:4][C:5]2[N:6]([N:8]=[C:9]([C:11]([N:28]3[CH2:27][CH2:26][N:25]4[C:21]([C:20]5[C:15]([F:14])=[N:16][CH:17]=[CH:18][CH:19]=5)=[N:22][N:23]=[C:24]4[CH:29]3[CH3:30])=[O:13])[CH:10]=2)[CH:7]=1. (6) Given the reactants [CH3:1][CH:2]([CH3:19])[CH2:3][C:4]1[NH:5][C:6]2[C:11]([CH:12]=1)=[C:10]([C:13]([F:16])([F:15])[F:14])[C:9]([C:17]#[N:18])=[CH:8][CH:7]=2.[F:20][C:21]([F:40])([F:39])[C:22]1[CH:23]=[C:24]([C:32]2[O:36][N:35]=[C:34]([CH2:37]Cl)[N:33]=2)[CH:25]=[C:26]([C:28]([F:31])([F:30])[F:29])[CH:27]=1, predict the reaction product. The product is: [F:40][C:21]([F:20])([F:39])[C:22]1[CH:23]=[C:24]([C:32]2[O:36][N:35]=[C:34]([CH2:37][N:5]3[C:6]4[C:11](=[C:10]([C:13]([F:16])([F:14])[F:15])[C:9]([C:17]#[N:18])=[CH:8][CH:7]=4)[CH:12]=[C:4]3[CH2:3][CH:2]([CH3:19])[CH3:1])[N:33]=2)[CH:25]=[C:26]([C:28]([F:30])([F:29])[F:31])[CH:27]=1. (7) Given the reactants [CH3:1][O:2][C:3](=[O:18])[CH:4]([C:11]1[CH:16]=[CH:15][C:14](I)=[CH:13][CH:12]=1)[CH2:5][CH:6]1[CH2:10][CH2:9][CH2:8][CH2:7]1.[CH2:19]([N:22]1[CH2:27][CH2:26][O:25][CH2:24][CH2:23]1)[C:20]#[CH:21], predict the reaction product. The product is: [CH3:1][O:2][C:3](=[O:18])[CH:4]([C:11]1[CH:16]=[CH:15][C:14]([C:21]#[C:20][CH2:19][N:22]2[CH2:27][CH2:26][O:25][CH2:24][CH2:23]2)=[CH:13][CH:12]=1)[CH2:5][CH:6]1[CH2:10][CH2:9][CH2:8][CH2:7]1. (8) Given the reactants Cl[C:2]1[C:11]2[C:6](=[C:7]([N+:12]([O-:14])=[O:13])[CH:8]=[CH:9][CH:10]=2)[CH:5]=[CH:4][N:3]=1.[C:15]1(B(O)O)[CH:20]=[CH:19][CH:18]=[CH:17][CH:16]=1.P([O-])([O-])([O-])=O.[K+].[K+].[K+].O1CCOCC1, predict the reaction product. The product is: [N+:12]([C:7]1[CH:8]=[CH:9][CH:10]=[C:11]2[C:6]=1[CH:5]=[CH:4][N:3]=[C:2]2[C:15]1[CH:20]=[CH:19][CH:18]=[CH:17][CH:16]=1)([O-:14])=[O:13]. (9) Given the reactants [C:1]([N:20]1[CH:24]=[C:23]([CH2:25][OH:26])[N:22]=[CH:21]1)([C:14]1[CH:19]=[CH:18][CH:17]=[CH:16][CH:15]=1)([C:8]1[CH:13]=[CH:12][CH:11]=[CH:10][CH:9]=1)[C:2]1[CH:7]=[CH:6][CH:5]=[CH:4][CH:3]=1.C(N(CC)CC)C.[CH3:34][S:35](Cl)(=[O:37])=[O:36], predict the reaction product. The product is: [CH3:34][S:35]([O:26][CH2:25][C:23]1[N:22]=[CH:21][N:20]([C:1]([C:14]2[CH:15]=[CH:16][CH:17]=[CH:18][CH:19]=2)([C:8]2[CH:9]=[CH:10][CH:11]=[CH:12][CH:13]=2)[C:2]2[CH:7]=[CH:6][CH:5]=[CH:4][CH:3]=2)[CH:24]=1)(=[O:37])=[O:36].